Dataset: B-cell epitopes from PDB crystal structures with 447 antigens. Task: Token-level Classification. Given an antigen amino acid sequence, predict which amino acid positions are active epitope sites capable of antibody binding. Output is a list of indices for active positions. (1) Given the antigen sequence: SEVKLENVTENFNMWKNNMVEQMHEDIISLWDQSLKPCVKLTPLCVGAGSCNTSVITQACPKVSFEPIPIHYCAPAGFAILKCNDKKFNGTGPCTNVSTVQCTHGIRPVVSTQLLLNGSLAEEEIVIRSENFTNNAKTIIVQLNESVVINCTGAGHCNLSKTQWENTLEQIAIKLKEQFGNNKTIIFNPSSGGDPEIVTHSFNCGGEFFYCNSTQLFTWNDRNITLPCRIKQIINMWQEVGKAMYAPPIRGQIRCSSNITGLLLTRDGGKDTNGTEIFRPGGGDMRDNWRSELYKYKVVKIE, which amino acid positions are active epitope sites? The epitope positions are: [36, 37, 38, 39, 40, 53, 54, 55, 56, 57, 58, 59, 227, 228, 229, 230, 231, 232, 242, 243... (22 total positions)]. The amino acids at these positions are: PCVKLSVITQACCRIKQIAMAP. (2) Given the antigen sequence: PHRQPLTSSERIDKQIRYILDGISALRKETCNKSNMCESSKEALAENNLNLPKMAEKDGCFQSGFNEETCLVKIITGLLEFEVYLEYLQNRFESSEEQARAVQMSTKVLIQFLQKKAKNLDAITTPDPTTNASLLTKLQAQNQWLQDMTTHLILRSFKEFLQSSLRALRQM, which amino acid positions are active epitope sites? The epitope positions are: [33, 34, 43, 89, 90, 92, 138, 139, 140, 141, 142, 143, 144, 145, 146]. The amino acids at these positions are: SNLNREQAQNQWLQD. (3) Given the antigen sequence: VTLLEQNPRWRLVPRGQAVNLRCILKNSQYPWMSWYQQDLQKQLQWLFTLRSPGDKEVKSLPGADYLATRVTDTELRLQVANMSQGRTLYCTCSAAPDWGASAETLYFGSGTRLTVL, which amino acid positions are active epitope sites? The epitope positions are: [31, 42, 44, 45, 50, 51, 54, 56, 58, 59, 60, 61, 96, 98]. The amino acids at these positions are: WQQWRSDEKSLPPW. (4) The epitope positions are: [13, 14, 15, 45, 46, 47, 49, 52, 54, 55, 56, 59, 60]. The amino acids at these positions are: RGYGNGNVWRNKG. Given the antigen sequence: LAAAMKRHGLDNYRGYSLGNWVCAAKFNLCNITASVNCAKKIVSDGNGMNAWVAWRNRCKGTDVQAWI, which amino acid positions are active epitope sites? (5) Given the antigen sequence: KLRGVAPLHLGKCNIAGWILGNPECESLSTASSWSYIVETSSSDNGTCYPGDFIDYEELREQLSSVSSFERFEIFPKTSSWPNHDSNKGVTAACPHAGAKSFYKNLIWLVKKGNSYPKLSKSYINDKGKEVLVLWGIHHPSTSADQQSLYQNADAYVFVGSSRYSKKFKPEIAIRPKVRDQEGRMNYYWTLVEPGDKITFEATGNLVVPRYAFAMERNAGSGVNSVIEKMNTQF, which amino acid positions are active epitope sites? The epitope positions are: [69, 70, 71, 72, 75, 77, 78, 120, 121, 123, 210]. The amino acids at these positions are: ERFEPTSKSIY. (6) Given the antigen sequence: LFGAIAGFIENGWEGLIDGWYGFRHQNAQGEGTAADYKSTQSAIDQITGKLNRLIEKTNQQFELIDNEFNEVEKQIGNVINWTRDSITEVWSYNAELLVAMENQHTIDLADSEMDKLYERVKRQLRENAEEDGTGCFEIFHKCDDDCMASIRNNTYDHSKYREEAMQNR, which amino acid positions are active epitope sites? The epitope positions are: [17, 18, 36, 37, 40, 43, 46, 47, 50, 51, 55, 58]. The amino acids at these positions are: DGYKQIITLNEN. (7) Given the antigen sequence: TEKLWVTVYYGVPVWKEATTTLFCASDAKAYDTEVHNVWATHACVPTDPNPQEVVLVNVTENFNMWKNDMVEQMHEDIISLWDQSLKPCVKLTGGSVITQACPKVSFEPIPIHYCAPAGFAILKCNNKTFNGTGPCTNVSTVQCTHGIRPVVSSQLLLNGSLAEEEVVIRSVNFTDNAKTIIVQLNTSVEINCTGAGHCNIARAKWNNTLKQIASKLREQFGNNKTIIFKQSSGGDPEIVTHWFNCGGEFFYCNSTQLFNSTWFGSDTITLPCRIKQIINMWQKVGKAMYAPPISGQIRCSSNITGLLLTRDGGNSNNESEIFRPGGGDMRDNWRSELYKYKVVKIEPLGVAPT, which amino acid positions are active epitope sites? The epitope positions are: [88, 89, 91, 96, 98, 99, 100, 101, 236, 273, 275, 276, 277, 288, 289, 290, 291]. The amino acids at these positions are: CVLVTQACPRKQIMYAP.